Dataset: Full USPTO retrosynthesis dataset with 1.9M reactions from patents (1976-2016). Task: Predict the reactants needed to synthesize the given product. (1) Given the product [C:9]([O:17][CH2:18][CH2:19][O:20][CH2:21][N:22]1[CH:29]=[C:28]([CH:30]([N:32]=[N+:33]=[N-:34])[CH2:31][Br:1])[C:26](=[O:27])[NH:25][C:23]1=[O:24])(=[O:16])[C:10]1[CH:11]=[CH:12][CH:13]=[CH:14][CH:15]=1, predict the reactants needed to synthesize it. The reactants are: [Br:1]N1C(=O)CCC1=O.[C:9]([O:17][CH2:18][CH2:19][O:20][CH2:21][N:22]1[CH:29]=[C:28]([CH:30]=[CH2:31])[C:26](=[O:27])[NH:25][C:23]1=[O:24])(=[O:16])[C:10]1[CH:15]=[CH:14][CH:13]=[CH:12][CH:11]=1.[N-:32]=[N+:33]=[N-:34].[Na+]. (2) Given the product [CH3:11][N:10]1[C:4]2[CH:3]=[C:2]([C:29]3[CH:34]=[CH:33][N:32]=[N:31][CH:30]=3)[N:7]=[CH:6][C:5]=2[C:8]([CH3:14])([CH3:13])[C:9]1=[O:12], predict the reactants needed to synthesize it. The reactants are: Cl[C:2]1[N:7]=[CH:6][C:5]2[C:8]([CH3:14])([CH3:13])[C:9](=[O:12])[N:10]([CH3:11])[C:4]=2[CH:3]=1.C(=O)([O-])[O-].[K+].[K+].CC1(C)C(C)(C)OB([C:29]2[CH:34]=[CH:33][N:32]=[N:31][CH:30]=2)O1. (3) The reactants are: [CH:1]1([CH2:4][NH:5][C:6]([C:8]2[N:9]([CH3:28])[CH:10]=[C:11]([C:13]([C:15]3[C:16](C4C=CC(F)=CC=4)=[N:17][O:18][C:19]=3[CH3:20])=[O:14])[CH:12]=2)=[O:7])C[CH2:2]1.C(NC(C1NC=C(C(C2C([C:48]3[CH:53]=[CH:52][CH:51]=[C:50]([F:54])[CH:49]=3)=NOC=2C)=O)C=1)=O)C#C. Given the product [CH2:4]([NH:5][C:6]([C:8]1[N:9]([CH3:28])[CH:10]=[C:11]([C:13]([C:15]2[C:16]([C:48]3[CH:53]=[CH:52][CH:51]=[C:50]([F:54])[CH:49]=3)=[N:17][O:18][C:19]=2[CH3:20])=[O:14])[CH:12]=1)=[O:7])[C:1]#[CH:2], predict the reactants needed to synthesize it. (4) Given the product [CH3:1][C:2]1[CH:22]=[CH:21][C:20]([CH3:23])=[CH:19][C:3]=1[CH2:4][O:5][CH:6]1[CH2:11][CH2:10][NH:9][CH2:8][CH2:7]1, predict the reactants needed to synthesize it. The reactants are: [CH3:1][C:2]1[CH:22]=[CH:21][C:20]([CH3:23])=[CH:19][C:3]=1[CH2:4][O:5][CH:6]1[CH2:11][CH2:10][N:9](C(OC(C)(C)C)=O)[CH2:8][CH2:7]1.C(O)(C(F)(F)F)=O. (5) Given the product [Cl:1][C:2]1[CH:3]=[C:4]([CH2:9][N:10]2[C:15](=[O:16])[C:14]([C:17]([NH:19][C:20]3[CH:25]=[CH:24][C:23]([C:26]([F:27])([F:28])[F:29])=[CH:22][C:21]=3[C:30]3[CH:31]=[N:32][C:33]([C:36]([F:37])([F:38])[F:39])=[CH:34][CH:35]=3)=[O:18])=[C:13]([OH:40])[C@@:12]3([CH3:44])[CH2:41][CH2:42][CH2:43][N:11]23)[CH:5]=[CH:6][C:7]=1[O:8][CH2:47][CH2:48][N:49]1[CH2:54][CH2:53][O:52][CH2:51][CH2:50]1, predict the reactants needed to synthesize it. The reactants are: [Cl:1][C:2]1[CH:3]=[C:4]([CH2:9][N:10]2[C:15](=[O:16])[C:14]([C:17]([NH:19][C:20]3[CH:25]=[CH:24][C:23]([C:26]([F:29])([F:28])[F:27])=[CH:22][C:21]=3[C:30]3[CH:31]=[N:32][C:33]([C:36]([F:39])([F:38])[F:37])=[CH:34][CH:35]=3)=[O:18])=[C:13]([OH:40])[C@@:12]3([CH3:44])[CH2:41][CH2:42][CH2:43][N:11]23)[CH:5]=[CH:6][C:7]=1[OH:8].Cl.Cl[CH2:47][CH2:48][N:49]1[CH2:54][CH2:53][O:52][CH2:51][CH2:50]1. (6) Given the product [NH2:1][C:4]1[CH:5]=[CH:6][C:7]2[O:11][C:10]([CH2:12][CH2:13][CH2:14][CH3:15])=[C:9]([C:16]([C:18]3[CH:19]=[CH:20][C:21]([O:24][CH2:25][CH2:26][C:27]#[N:28])=[CH:22][CH:23]=3)=[O:17])[C:8]=2[CH:29]=1, predict the reactants needed to synthesize it. The reactants are: [N+:1]([C:4]1[CH:5]=[CH:6][C:7]2[O:11][C:10]([CH2:12][CH2:13][CH2:14][CH3:15])=[C:9]([C:16]([C:18]3[CH:23]=[CH:22][C:21]([O:24][CH2:25][CH2:26][C:27]#[N:28])=[CH:20][CH:19]=3)=[O:17])[C:8]=2[CH:29]=1)([O-])=O.[H][H].